The task is: Predict the reaction yield, written as a fraction of the theoretical maximum amount of product (1.0 means a 100% yield; for example, 0.34 means a 34% yield).. This data is from Reaction yield outcomes from USPTO patents with 853,638 reactions. (1) The reactants are [H-].[Na+].F[C:4]1[C:5](/[C:17](/[C:20]2[CH:25]=[CH:24][C:23]([F:26])=[CH:22][CH:21]=2)=[N:18]\[OH:19])=[N:6][CH:7]=[CH:8][C:9]=1[C:10]1[C:11]([OH:16])=[N:12][CH:13]=[N:14][CH:15]=1. The catalyst is C1COCC1.CN(C=O)C.C(Cl)Cl. The product is [F:26][C:23]1[CH:24]=[CH:25][C:20]([C:17]2[C:5]3=[N:6][CH:7]=[CH:8][C:9]([C:10]4[C:11]([OH:16])=[N:12][CH:13]=[N:14][CH:15]=4)=[C:4]3[O:19][N:18]=2)=[CH:21][CH:22]=1. The yield is 0.490. (2) The reactants are [C@@H:1]12[O:7][C@@H:4]([CH:5]=[CH:6]1)[CH2:3][C@H:2]2[C:8]([O:10][CH2:11][CH3:12])=[O:9]. The catalyst is [Pd].C(O)C. The product is [C@@H:1]12[O:7][C@@H:4]([CH2:5][CH2:6]1)[CH2:3][C@H:2]2[C:8]([O:10][CH2:11][CH3:12])=[O:9]. The yield is 0.920. (3) The reactants are [CH3:1][O:2][C:3]1[CH:12]=[CH:11][C:6]([C:7](NC)=[O:8])=[CH:5][CH:4]=1.C([Li])(CC)C.[CH:18](=O)[C:19]1[CH:24]=[CH:23][CH:22]=[CH:21][CH:20]=1.CCCCCC.C(OCC)(=[O:34])C. The catalyst is C1COCC1. The product is [CH3:1][O:2][C:3]1[CH:12]=[C:11]2[C:6](=[CH:5][CH:4]=1)[C:7](=[O:34])[O:8][CH:18]2[C:19]1[CH:24]=[CH:23][CH:22]=[CH:21][CH:20]=1. The yield is 0.551. (4) The reactants are Cl[C:2]1[N:3]=[N:4][CH:5]=[C:6]([C:12]2[CH:17]=[CH:16][CH:15]=[CH:14][CH:13]=2)[C:7]=1[C:8]([O:10][CH3:11])=[O:9].O.C(=O)([O-])[O-].[Na+].[Na+].[C:25]1(B(O)O)[CH:30]=[CH:29][CH:28]=[CH:27][CH:26]=1. The catalyst is O1CCOCC1.[Pd].C1(P(C2C=CC=CC=2)C2C=CC=CC=2)C=CC=CC=1.C1(P(C2C=CC=CC=2)C2C=CC=CC=2)C=CC=CC=1.C1(P(C2C=CC=CC=2)C2C=CC=CC=2)C=CC=CC=1.C1(P(C2C=CC=CC=2)C2C=CC=CC=2)C=CC=CC=1. The product is [C:25]1([C:2]2[N:3]=[N:4][CH:5]=[C:6]([C:12]3[CH:17]=[CH:16][CH:15]=[CH:14][CH:13]=3)[C:7]=2[C:8]([O:10][CH3:11])=[O:9])[CH:30]=[CH:29][CH:28]=[CH:27][CH:26]=1. The yield is 0.820. (5) The reactants are Cl[C:2]1[CH:7]=[CH:6][N:5]=[C:4]2[CH:8]=[C:9]([C:11]([N:13]([CH2:15][CH2:16][CH2:17][N:18]([CH3:20])[CH3:19])[CH3:14])=[O:12])[S:10][C:3]=12.[OH:21][C:22]1[CH:30]=[C:29]2[C:25]([C:26]([C:33]([NH:35][CH3:36])=[O:34])=[C:27]([CH3:32])[N:28]2[CH3:31])=[CH:24][CH:23]=1.C([O-])([O-])=O.[Cs+].[Cs+]. The product is [CH3:19][N:18]([CH3:20])[CH2:17][CH2:16][CH2:15][N:13]([CH3:14])[C:11]([C:9]1[S:10][C:3]2[C:4](=[N:5][CH:6]=[CH:7][C:2]=2[O:21][C:22]2[CH:30]=[C:29]3[C:25]([C:26]([C:33]([NH:35][CH3:36])=[O:34])=[C:27]([CH3:32])[N:28]3[CH3:31])=[CH:24][CH:23]=2)[CH:8]=1)=[O:12]. The yield is 0.620. No catalyst specified. (6) The reactants are [Br:1][CH2:2][C:3]1[CH:4]=[C:5]([CH:8]=[CH:9][CH:10]=1)[CH:6]=O.[CH:11]1([O:16][C:17](=[O:24])[C:18]2([CH2:23][CH2:22][CH2:21][CH2:20]2)[NH2:19])[CH2:15][CH2:14][CH2:13][CH2:12]1.C(O[BH-](OC(=O)C)OC(=O)C)(=O)C.[Na+].C(OCC)(=O)C. The catalyst is ClC(Cl)C. The product is [Br:1][CH2:2][C:3]1[CH:4]=[C:5]([CH:8]=[CH:9][CH:10]=1)[CH2:6][NH:19][C:18]1([C:17]([O:16][CH:11]2[CH2:15][CH2:14][CH2:13][CH2:12]2)=[O:24])[CH2:20][CH2:21][CH2:22][CH2:23]1. The yield is 0.610. (7) The reactants are [N:1]1([C:7]2[CH:14]=[CH:13][C:10]([CH:11]=O)=[CH:9][CH:8]=2)[CH2:6][CH2:5][CH2:4][CH2:3][CH2:2]1.C([O-])(=O)C.[NH4+].[N+:20]([CH3:23])([O-:22])=[O:21]. No catalyst specified. The product is [N+:20](/[CH:23]=[CH:11]/[C:10]1[CH:13]=[CH:14][C:7]([N:1]2[CH2:6][CH2:5][CH2:4][CH2:3][CH2:2]2)=[CH:8][CH:9]=1)([O-:22])=[O:21]. The yield is 0.600.